Dataset: Forward reaction prediction with 1.9M reactions from USPTO patents (1976-2016). Task: Predict the product of the given reaction. Given the reactants [Cl:1][C:2]1[C:11]([NH:12][S:13]([C:16]2[C:21]([F:22])=[CH:20][CH:19]=[CH:18][C:17]=2[F:23])(=[O:15])=[O:14])=[CH:10][CH:9]=[CH:8][C:3]=1[C:4]([O:6]C)=O.[Cl:24][C:25]1[N:30]=[C:29]([CH3:31])[CH:28]=[CH:27][N:26]=1, predict the reaction product. The product is: [Cl:1][C:2]1[C:3](/[C:4](/[OH:6])=[CH:31]\[C:29]2[CH:28]=[CH:27][N:26]=[C:25]([Cl:24])[N:30]=2)=[CH:8][CH:9]=[CH:10][C:11]=1[NH:12][S:13]([C:16]1[C:21]([F:22])=[CH:20][CH:19]=[CH:18][C:17]=1[F:23])(=[O:15])=[O:14].